Dataset: Catalyst prediction with 721,799 reactions and 888 catalyst types from USPTO. Task: Predict which catalyst facilitates the given reaction. (1) Reactant: CO.[H-].[Na+].[O:5]1CCOCCOCCOCCOC[CH2:6]1.Cl[C:21]1[C:22]([N+:37]([O-:39])=[O:38])=[CH:23][C:24]([CH3:36])=[C:25]([N:27]2[CH2:32][CH2:31][N:30]([C:33](=[O:35])[CH3:34])[CH2:29][CH2:28]2)[CH:26]=1.[NH4+].[Cl-]. Product: [CH3:6][O:5][C:21]1[C:22]([N+:37]([O-:39])=[O:38])=[CH:23][C:24]([CH3:36])=[C:25]([N:27]2[CH2:32][CH2:31][N:30]([C:33](=[O:35])[CH3:34])[CH2:29][CH2:28]2)[CH:26]=1. The catalyst class is: 1. (2) Reactant: Br[C:2]1[CH:7]=[CH:6][C:5]([Cl:8])=[C:4]([O:9][CH3:10])[C:3]=1[F:11].C([Li])CCC.CN([CH:20]=[O:21])C. Product: [Cl:8][C:5]1[CH:6]=[CH:7][C:2]([CH:20]=[O:21])=[C:3]([F:11])[C:4]=1[O:9][CH3:10]. The catalyst class is: 27. (3) Reactant: [N+:1]([C:4]1[CH:12]=[CH:11][CH:10]=[C:9]2[C:5]=1[CH:6]=[N:7][NH:8]2)([O-:3])=[O:2].C(=O)([O-])[O-].[K+].[K+].Cl.Cl[CH2:21][CH2:22][N:23]1[CH2:28][CH2:27][O:26][CH2:25][CH2:24]1. The catalyst class is: 3. Product: [N:23]1([CH2:22][CH2:21][N:8]2[C:9]3[C:5](=[C:4]([N+:1]([O-:3])=[O:2])[CH:12]=[CH:11][CH:10]=3)[CH:6]=[N:7]2)[CH2:28][CH2:27][O:26][CH2:25][CH2:24]1. (4) Reactant: C(OC([N:8]1[CH2:13][CH:12]=[C:11]([C:14]2[NH:32][C:17]3=[N:18][CH:19]=[CH:20][C:21]([NH:22][C:23]4[CH:24]=[C:25]5[C:29](=[CH:30][CH:31]=4)[NH:28][N:27]=[CH:26]5)=[C:16]3[CH:15]=2)[CH2:10][CH2:9]1)=O)(C)(C)C.[ClH:33]. Product: [ClH:33].[ClH:33].[ClH:33].[NH:28]1[C:29]2[C:25](=[CH:24][C:23]([NH:22][C:21]3[CH:20]=[CH:19][N:18]=[C:17]4[NH:32][C:14]([C:11]5[CH2:12][CH2:13][NH:8][CH2:9][CH:10]=5)=[CH:15][C:16]=34)=[CH:31][CH:30]=2)[CH:26]=[N:27]1. The catalyst class is: 12. (5) Reactant: [O:1]=[C:2]([CH2:6][CH3:7])[C:3]([OH:5])=[O:4].[CH2:8](O)[C:9]1[CH:14]=[CH:13][CH:12]=[CH:11][CH:10]=1.O. Product: [CH2:8]([O:4][C:3](=[O:5])[C:2](=[O:1])[CH2:6][CH3:7])[C:9]1[CH:14]=[CH:13][CH:12]=[CH:11][CH:10]=1. The catalyst class is: 48.